Task: Predict the reactants needed to synthesize the given product.. Dataset: Full USPTO retrosynthesis dataset with 1.9M reactions from patents (1976-2016) (1) The reactants are: [CH2:1]([N:8]1[C:12]([C:13]([F:16])([F:15])[F:14])=[C:11]([CH3:17])[C:10]([C:18]2[CH:23]=[CH:22][C:21]([Cl:24])=[CH:20][CH:19]=2)=[C:9]1[C:25]([N:27]([CH2:31][C:32]([O:34]C(C)(C)C)=O)[CH2:28][CH2:29][OH:30])=[O:26])[C:2]1[CH:7]=[CH:6][CH:5]=[CH:4][CH:3]=1.C(O)(C(F)(F)F)=O. Given the product [CH2:1]([N:8]1[C:12]([C:13]([F:14])([F:15])[F:16])=[C:11]([CH3:17])[C:10]([C:18]2[CH:19]=[CH:20][C:21]([Cl:24])=[CH:22][CH:23]=2)=[C:9]1[C:25]([N:27]1[CH2:31][CH2:32][O:34][C:29](=[O:30])[CH2:28]1)=[O:26])[C:2]1[CH:7]=[CH:6][CH:5]=[CH:4][CH:3]=1, predict the reactants needed to synthesize it. (2) Given the product [O:23]=[CH:6][CH2:5][CH2:4][CH2:3][CH2:2][C:1]([O:9][CH2:10][CH3:11])=[O:8], predict the reactants needed to synthesize it. The reactants are: [C:1]([O:9][CH2:10][CH3:11])(=[O:8])[CH2:2][CH2:3][CH2:4][CH2:5][CH:6]=C.N1C(C)=CC=CC=1C.C(Cl)Cl.[O:23]1CCOCC1. (3) Given the product [CH2:18]([O:17][C:15](=[O:16])[CH2:14][N:7]([CH2:8][C:9]([OH:11])=[O:10])[C:1]1[CH:2]=[CH:3][CH:4]=[CH:5][CH:6]=1)[CH3:19], predict the reactants needed to synthesize it. The reactants are: [C:1]1([N:7]([CH2:14][C:15]([O:17][CH2:18][C:19]2C=CC=CC=2)=[O:16])[CH2:8][C:9]([O:11]CC)=[O:10])[CH:6]=[CH:5][CH:4]=[CH:3][CH:2]=1. (4) Given the product [CH3:1][C:2]([S:19]([CH3:22])(=[O:21])=[O:20])([CH2:6][CH2:7][N:8]1[CH:12]=[C:11]([C:13]2[CH:18]=[CH:17][CH:16]=[CH:15][CH:14]=2)[N:10]=[CH:9]1)[C:3]([NH:42][O:43][CH:45]1[CH2:46][CH2:47][CH2:48][CH2:49][O:44]1)=[O:5], predict the reactants needed to synthesize it. The reactants are: [CH3:1][C:2]([S:19]([CH3:22])(=[O:21])=[O:20])([CH2:6][CH2:7][N:8]1[CH:12]=[C:11]([C:13]2[CH:18]=[CH:17][CH:16]=[CH:15][CH:14]=2)[N:10]=[CH:9]1)[C:3]([OH:5])=O.CCN=C=NCCCN(C)C.C1C=CC2[N:42]([OH:43])N=NC=2C=1.[O:44]1[CH2:49][CH2:48][CH2:47][CH2:46][CH:45]1NO. (5) Given the product [CH2:26]([NH:28][C:29]([NH:18][C:13]1[CH:14]=[CH:15][CH:16]=[CH:17][C:12]=1/[CH:11]=[CH:10]/[C:3]1[C:4]2[C:9](=[CH:8][CH:7]=[CH:6][CH:5]=2)[NH:1][N:2]=1)=[O:30])[CH3:27], predict the reactants needed to synthesize it. The reactants are: [NH:1]1[C:9]2[C:4](=[CH:5][CH:6]=[CH:7][CH:8]=2)[C:3](/[CH:10]=[CH:11]/[C:12]2[CH:17]=[CH:16][CH:15]=[CH:14][C:13]=2[NH2:18])=[N:2]1.C(N(CC)CC)C.[CH2:26]([N:28]=[C:29]=[O:30])[CH3:27].C(=O)([O-])[O-].[K+].[K+]. (6) Given the product [N+:2]([C:5]1[CH:6]=[C:7]([NH:11]/[N:12]=[C:17](\[CH3:18])/[C:16]([O:15][CH2:13][CH3:14])=[O:20])[CH:8]=[CH:9][CH:10]=1)([O-:4])=[O:3], predict the reactants needed to synthesize it. The reactants are: Cl.[N+:2]([C:5]1[CH:6]=[C:7]([NH:11][NH2:12])[CH:8]=[CH:9][CH:10]=1)([O-:4])=[O:3].[CH2:13]([O:15][C:16](=[O:20])[C:17](=O)[CH3:18])[CH3:14].